From a dataset of Full USPTO retrosynthesis dataset with 1.9M reactions from patents (1976-2016). Predict the reactants needed to synthesize the given product. (1) The reactants are: C(Cl)(=O)C(Cl)=O.[CH2:7]([O:9][C:10]1[CH:18]=[CH:17][C:13]([C:14]([OH:16])=O)=[CH:12][CH:11]=1)[CH3:8].Cl.[NH2:20][C:21]1([C:24]([O:26][CH2:27][CH3:28])=[O:25])[CH2:23][CH2:22]1.C(N(CC)CC)C.Cl. Given the product [CH2:7]([O:9][C:10]1[CH:11]=[CH:12][C:13]([C:14]([NH:20][C:21]2([C:24]([O:26][CH2:27][CH3:28])=[O:25])[CH2:23][CH2:22]2)=[O:16])=[CH:17][CH:18]=1)[CH3:8], predict the reactants needed to synthesize it. (2) Given the product [CH:35]1([O:41][C:2]2[N:7]=[C:6]([CH2:8][O:9][C:10]3[CH:11]=[C:12]([C@H:16]([CH:23]4[CH2:24][CH2:25]4)[CH2:17][C:18]([OH:20])=[O:19])[CH:13]=[CH:14][CH:15]=3)[CH:5]=[N:4][C:3]=2[C:26]2[CH:31]=[C:30]([O:32][CH3:33])[CH:29]=[CH:28][C:27]=2[F:34])[CH2:40][CH2:39][CH2:38][CH2:37][CH2:36]1, predict the reactants needed to synthesize it. The reactants are: Cl[C:2]1[N:7]=[C:6]([CH2:8][O:9][C:10]2[CH:11]=[C:12]([C@H:16]([CH:23]3[CH2:25][CH2:24]3)[CH2:17][C:18]([O:20]CC)=[O:19])[CH:13]=[CH:14][CH:15]=2)[CH:5]=[N:4][C:3]=1[C:26]1[CH:31]=[C:30]([O:32][CH3:33])[CH:29]=[CH:28][C:27]=1[F:34].[CH:35]1([OH:41])[CH2:40][CH2:39][CH2:38][CH2:37][CH2:36]1. (3) Given the product [O:1]=[C:2]1[CH2:7][CH2:6][CH2:5][CH:4]([C:8]([O:10][CH2:11][CH3:12])=[O:9])[CH2:3]1, predict the reactants needed to synthesize it. The reactants are: [O:1]=[C:2]1[CH2:7][CH2:6][CH2:5][CH:4]([C:8]([OH:10])=[O:9])[CH2:3]1.[CH2:11](O)[CH3:12].C1(C)C=CC(S(O)(=O)=O)=CC=1. (4) Given the product [C:4]1([CH2:1][CH:2]=[N:18][C@H:16]([C:10]2[CH:15]=[CH:14][CH:13]=[CH:12][CH:11]=2)[CH3:17])[CH:9]=[CH:8][CH:7]=[CH:6][CH:5]=1, predict the reactants needed to synthesize it. The reactants are: [C:1]([C:4]1[CH:9]=[CH:8][CH:7]=[CH:6][CH:5]=1)(=O)[CH3:2].[C:10]1([C@@H:16]([NH2:18])[CH3:17])[CH:15]=[CH:14][CH:13]=[CH:12][CH:11]=1. (5) The reactants are: [OH:1][C:2]1[CH:7]=[CH:6][CH:5]=[CH:4][C:3]=1[C:8]1[CH:9]=[C:10]([CH:14]([NH:20][C:21]([C@@H:23]2[CH2:28][CH2:27][CH2:26][N:25]([C:29](=[O:45])[CH2:30][CH2:31][CH:32]3[CH2:37][CH2:36][N:35]([C:38]([O:40][C:41]([CH3:44])([CH3:43])[CH3:42])=[O:39])[CH2:34][CH2:33]3)[CH2:24]2)=[O:22])[CH2:15][C:16]([O:18][CH3:19])=[O:17])[CH:11]=[N:12][CH:13]=1.C(=O)([O-])[O-].[Cs+].[Cs+].I[CH2:53][CH2:54][F:55]. Given the product [F:55][CH2:54][CH2:53][O:1][C:2]1[CH:7]=[CH:6][CH:5]=[CH:4][C:3]=1[C:8]1[CH:9]=[C:10]([CH:14]([NH:20][C:21]([C@@H:23]2[CH2:28][CH2:27][CH2:26][N:25]([C:29](=[O:45])[CH2:30][CH2:31][CH:32]3[CH2:33][CH2:34][N:35]([C:38]([O:40][C:41]([CH3:42])([CH3:44])[CH3:43])=[O:39])[CH2:36][CH2:37]3)[CH2:24]2)=[O:22])[CH2:15][C:16]([O:18][CH3:19])=[O:17])[CH:11]=[N:12][CH:13]=1, predict the reactants needed to synthesize it. (6) Given the product [OH:17][C:18]1[CH:19]=[C:20]([C:24]2[N:25]=[C:26]([N:36]3[CH2:41][CH2:40][O:39][CH2:38][CH2:37]3)[C:27]3[N:33]=[CH:2][C:3]([C:5]([OH:7])=[O:6])=[CH:8][C:9]=3[N:29]=2)[CH:21]=[CH:22][CH:23]=1, predict the reactants needed to synthesize it. The reactants are: C(O)(=O)[CH2:2][C:3]([CH2:8][C:9](O)=O)([C:5]([OH:7])=[O:6])O.COC[O:17][C:18]1[CH:19]=[C:20]([C:24]2[N:25]=[C:26]([N:36]3[CH2:41][CH2:40][O:39][CH2:38][CH2:37]3)[C:27]3[N:33]=CC(C=O)=CC=3[N:29]=2)[CH:21]=[CH:22][CH:23]=1.